From a dataset of Rat liver microsome stability data. Regression/Classification. Given a drug SMILES string, predict its absorption, distribution, metabolism, or excretion properties. Task type varies by dataset: regression for continuous measurements (e.g., permeability, clearance, half-life) or binary classification for categorical outcomes (e.g., BBB penetration, CYP inhibition). Dataset: rlm. The compound is CN1C(=O)c2ccccc2[S@+]([O-])c2ccc(C(=O)NCc3ccc(Br)cc3)cc21. The result is 1 (stable in rat liver microsomes).